Dataset: Full USPTO retrosynthesis dataset with 1.9M reactions from patents (1976-2016). Task: Predict the reactants needed to synthesize the given product. The reactants are: [CH3:1][O:2][C:3](=[O:42])[CH2:4][C:5]1[CH:10]=[CH:9][CH:8]=[CH:7][C:6]=1[C:11]#[C:12][C:13]1[C:18]([C:19]([F:22])([F:21])[F:20])=[CH:17][N:16]=[C:15]([NH:23][C:24]2[CH:29]=[CH:28][C:27]([CH:30]3[CH2:34][CH2:33][N:32]([C:35]([O:37][C:38]([CH3:41])([CH3:40])[CH3:39])=[O:36])[CH2:31]3)=[CH:26][CH:25]=2)[N:14]=1. Given the product [CH3:1][O:2][C:3](=[O:42])[CH2:4][C:5]1[CH:10]=[CH:9][CH:8]=[CH:7][C:6]=1[CH2:11][CH2:12][C:13]1[C:18]([C:19]([F:21])([F:22])[F:20])=[CH:17][N:16]=[C:15]([NH:23][C:24]2[CH:29]=[CH:28][C:27]([CH:30]3[CH2:34][CH2:33][N:32]([C:35]([O:37][C:38]([CH3:40])([CH3:41])[CH3:39])=[O:36])[CH2:31]3)=[CH:26][CH:25]=2)[N:14]=1, predict the reactants needed to synthesize it.